This data is from Full USPTO retrosynthesis dataset with 1.9M reactions from patents (1976-2016). The task is: Predict the reactants needed to synthesize the given product. Given the product [C:26]([C:23]1[CH:24]=[CH:25][C:20]([NH:19][C:17]([N:8]2[C:9]3[C:4](=[CH:3][C:2]([CH2:38][OH:39])=[C:11]([CH:12]([O:15][CH3:16])[O:13][CH3:14])[N:10]=3)[CH2:5][CH2:6][CH2:7]2)=[O:18])=[N:21][CH:22]=1)#[N:27], predict the reactants needed to synthesize it. The reactants are: Br[C:2]1[CH:3]=[C:4]2[C:9](=[N:10][C:11]=1[CH:12]([O:15][CH3:16])[O:13][CH3:14])[N:8]([C:17]([NH:19][C:20]1[CH:25]=[CH:24][C:23]([C:26]#[N:27])=[CH:22][N:21]=1)=[O:18])[CH2:7][CH2:6][CH2:5]2.[Li]C.[Li]CCCC.CN([CH:38]=[O:39])C.[NH4+].[Cl-].[BH4-].[Na+].